Predict the product of the given reaction. From a dataset of Forward reaction prediction with 1.9M reactions from USPTO patents (1976-2016). (1) Given the reactants Cl[C:2]1[C:7]([CH2:8][CH3:9])=[N:6][C:5]([C:10]2[CH:15]=[CH:14][C:13]([O:16][CH3:17])=[CH:12][C:11]=2[O:18][CH3:19])=[C:4]([CH2:20][CH3:21])[N:3]=1.[CH3:22][C:23]1[CH:28]=[CH:27][C:26]([CH3:29])=[CH:25][C:24]=1B(O)O.C(=O)([O-])[O-].[K+].[K+], predict the reaction product. The product is: [CH3:19][O:18][C:11]1[CH:12]=[C:13]([O:16][CH3:17])[CH:14]=[CH:15][C:10]=1[C:5]1[C:4]([CH2:20][CH3:21])=[N:3][C:2]([C:24]2[CH:25]=[C:26]([CH3:29])[CH:27]=[CH:28][C:23]=2[CH3:22])=[C:7]([CH2:8][CH3:9])[N:6]=1. (2) Given the reactants Cl[C:2]1[C:3]2[NH:10][CH:9]=[CH:8][C:4]=2[N:5]=[CH:6][N:7]=1.[O:11]([C:18]1[CH:23]=[CH:22][C:21]([OH:24])=[CH:20][CH:19]=1)[C:12]1[CH:17]=[CH:16][CH:15]=[CH:14][CH:13]=1.O[CH2:26][C@@H:27]1[CH2:30][CH2:29][N:28]1[C:31]([O:33]C(C)(C)C)=O.[C:38](Cl)(=O)[CH:39]=C, predict the reaction product. The product is: [O:11]([C:18]1[CH:19]=[CH:20][C:21]([O:24][C:2]2[C:3]3[N:10]([CH2:26][C@@H:27]4[CH2:30][CH2:29][N:28]4[C:31](=[O:33])[CH:38]=[CH2:39])[CH:9]=[CH:8][C:4]=3[N:5]=[CH:6][N:7]=2)=[CH:22][CH:23]=1)[C:12]1[CH:17]=[CH:16][CH:15]=[CH:14][CH:13]=1.